Dataset: Full USPTO retrosynthesis dataset with 1.9M reactions from patents (1976-2016). Task: Predict the reactants needed to synthesize the given product. (1) The reactants are: [F:1][C:2]1[C:3]([C:22]([OH:24])=O)=[N:4][CH:5]=[CH:6][C:7]=1[S:8][C:9]1[S:13][C:12]([NH:14][C:15]2[CH:20]=[C:19]([CH3:21])[CH:18]=[CH:17][N:16]=2)=[N:11][CH:10]=1.[C:25]1([C:31]2([CH2:37][NH2:38])[CH2:36][CH2:35][O:34][CH2:33][CH2:32]2)[CH:30]=[CH:29][CH:28]=[CH:27][CH:26]=1. Given the product [F:1][C:2]1[C:3]([C:22]([NH:38][CH2:37][C:31]2([C:25]3[CH:30]=[CH:29][CH:28]=[CH:27][CH:26]=3)[CH2:32][CH2:33][O:34][CH2:35][CH2:36]2)=[O:24])=[N:4][CH:5]=[CH:6][C:7]=1[S:8][C:9]1[S:13][C:12]([NH:14][C:15]2[CH:20]=[C:19]([CH3:21])[CH:18]=[CH:17][N:16]=2)=[N:11][CH:10]=1, predict the reactants needed to synthesize it. (2) Given the product [O:14]=[C:13]1[NH:1][C:2]2[CH:11]=[CH:10][C:5]([C:6]([O:8][CH3:9])=[O:7])=[CH:4][C:3]=2[O:12]1, predict the reactants needed to synthesize it. The reactants are: [NH2:1][C:2]1[CH:11]=[CH:10][C:5]([C:6]([O:8][CH3:9])=[O:7])=[CH:4][C:3]=1[OH:12].[C:13](C1NC=CN=1)(C1NC=CN=1)=[O:14].